From a dataset of Forward reaction prediction with 1.9M reactions from USPTO patents (1976-2016). Predict the product of the given reaction. (1) Given the reactants Br[C:2]1[C:23]([N:24]2[CH2:29][CH2:28][N:27]([CH:30]3[CH2:33][CH2:32][CH2:31]3)[CH2:26][CH2:25]2)=[CH:22][C:5]2[C:6]([CH3:21])([CH3:20])[C:7]3[NH:8][C:9]4[C:14]([C:15]=3[C:16](=[O:17])[C:4]=2[CH:3]=1)=[CH:13][CH:12]=[C:11]([C:18]#[N:19])[CH:10]=4.[CH3:34]B1OB(C)OB(C)O1.C(=O)([O-])[O-].[K+].[K+], predict the reaction product. The product is: [CH:30]1([N:27]2[CH2:26][CH2:25][N:24]([C:23]3[C:2]([CH3:34])=[CH:3][C:4]4[C:16](=[O:17])[C:15]5[C:14]6[C:9](=[CH:10][C:11]([C:18]#[N:19])=[CH:12][CH:13]=6)[NH:8][C:7]=5[C:6]([CH3:21])([CH3:20])[C:5]=4[CH:22]=3)[CH2:29][CH2:28]2)[CH2:33][CH2:32][CH2:31]1. (2) Given the reactants [Br:1][C:2]1[CH:3]=[C:4]([CH:7]=[CH:8][C:9]=1[O:10][CH2:11][CH2:12][CH3:13])[CH:5]=[O:6].[BH4-].[Na+], predict the reaction product. The product is: [Br:1][C:2]1[CH:3]=[C:4]([CH2:5][OH:6])[CH:7]=[CH:8][C:9]=1[O:10][CH2:11][CH2:12][CH3:13]. (3) Given the reactants [OH:1][C:2]1([C:5]([OH:7])=O)[CH2:4][CH2:3]1.C(N(CC)C(C)C)(C)C.[NH2:17][C@@H:18]1[CH2:23][CH2:22][C@H:21]([N:24]2[C:29](=[O:30])[C:28]3[CH:31]=[C:32]([F:35])[CH:33]=[N:34][C:27]=3[N:26]([C:36]3[CH:37]=[C:38]([C:42]4[CH:47]=[CH:46][CH:45]=[CH:44][C:43]=4[CH2:48][N:49]4[CH2:54][CH2:53][O:52][CH2:51][CH2:50]4)[CH:39]=[CH:40][CH:41]=3)[C:25]2=[O:55])[CH2:20][CH2:19]1.C(OCC)(=O)C, predict the reaction product. The product is: [F:35][C:32]1[CH:33]=[N:34][C:27]2[N:26]([C:36]3[CH:37]=[C:38]([C:42]4[CH:47]=[CH:46][CH:45]=[CH:44][C:43]=4[CH2:48][N:49]4[CH2:54][CH2:53][O:52][CH2:51][CH2:50]4)[CH:39]=[CH:40][CH:41]=3)[C:25](=[O:55])[N:24]([C@@H:21]3[CH2:22][CH2:23][C@H:18]([NH:17][C:5]([C:2]4([OH:1])[CH2:4][CH2:3]4)=[O:7])[CH2:19][CH2:20]3)[C:29](=[O:30])[C:28]=2[CH:31]=1. (4) Given the reactants [CH3:1][CH:2]([CH3:24])/[CH:3]=[CH:4]/[CH2:5][CH2:6][CH2:7][CH2:8][C:9]([N:11]1[C@H:15]([CH2:16][C:17]2[CH:22]=[CH:21][CH:20]=[CH:19][CH:18]=2)[CH2:14][O:13][C:12]1=[O:23])=[O:10].[Li+].C[Si]([N-][Si](C)(C)C)(C)C.[CH3:35][C:36]1[CH:37]=[C:38]([CH:41]=[C:42]([CH3:45])[C:43]=1[F:44])[CH2:39]Br, predict the reaction product. The product is: [F:44][C:43]1[C:36]([CH3:35])=[CH:37][C:38]([CH2:39][C@H:8]([CH2:7][CH2:6][CH2:5]/[CH:4]=[CH:3]/[CH:2]([CH3:24])[CH3:1])[C:9]([N:11]2[C@H:15]([CH2:16][C:17]3[CH:22]=[CH:21][CH:20]=[CH:19][CH:18]=3)[CH2:14][O:13][C:12]2=[O:23])=[O:10])=[CH:41][C:42]=1[CH3:45].